Dataset: Full USPTO retrosynthesis dataset with 1.9M reactions from patents (1976-2016). Task: Predict the reactants needed to synthesize the given product. (1) Given the product [Cl:34][C:21]1[C:20]2[C:25](=[CH:26][CH:27]=[C:18]([S:16][C:13]3[N:11]4[CH:12]=[C:7]([C:5]5[CH:4]=[N:3][N:2]([CH3:1])[CH:6]=5)[CH:8]=[CH:9][C:10]4=[N:15][N:14]=3)[CH:19]=2)[N:24]=[CH:23][C:22]=1[C:28]1[CH:29]=[N:30][N:31]([CH3:33])[CH:32]=1, predict the reactants needed to synthesize it. The reactants are: [CH3:1][N:2]1[CH:6]=[C:5]([C:7]2[CH:8]=[CH:9][C:10]3[N:11]([C:13]([SH:16])=[N:14][N:15]=3)[CH:12]=2)[CH:4]=[N:3]1.Br[C:18]1[CH:19]=[C:20]2[C:25](=[CH:26][CH:27]=1)[N:24]=[CH:23][C:22]([C:28]1[CH:29]=[N:30][N:31]([CH3:33])[CH:32]=1)=[C:21]2[Cl:34].C1(P(C2C=CC=CC=2)C2C3OC4C(=CC=CC=4P(C4C=CC=CC=4)C4C=CC=CC=4)C(C)(C)C=3C=CC=2)C=CC=CC=1.C(N(CC)C(C)C)(C)C. (2) Given the product [N:41]([C@:2]1([C:19]([O:40][CH3:23])=[O:57])[CH2:7][CH2:6][N:5]([C:8]([O:10][CH2:11][C:12]2[CH:17]=[CH:16][CH:15]=[CH:14][CH:13]=2)=[O:9])[C@@H:4]([CH3:18])[CH2:3]1)=[N+:42]=[N-:43], predict the reactants needed to synthesize it. The reactants are: O[C@@:2]1([C:19](Cl)(Cl)Cl)[CH2:7][CH2:6][N:5]([C:8]([O:10][CH2:11][C:12]2[CH:17]=[CH:16][CH:15]=[CH:14][CH:13]=2)=[O:9])[C@@H:4]([CH3:18])[CH2:3]1.[CH2:23]1[O:40]CCOCCOCCOCCOCCOC1.[N-:41]=[N+:42]=[N-:43].[Na+].N12CCCN=C1CCCCC2.C[OH:57]. (3) Given the product [CH3:4][O:5][C:6](=[O:38])[CH2:7][CH2:8][C:9]1[CH:14]=[CH:13][C:12]([O:15][CH2:16][CH2:17][C@H:18]([O:20][C:21]2[CH:26]=[CH:25][C:24]([CH2:27][CH3:28])=[CH:23][C:22]=2[C:29](=[N:2][OH:3])[C:30]2[CH:35]=[CH:34][CH:33]=[CH:32][CH:31]=2)[CH3:19])=[CH:11][C:10]=1[CH3:37], predict the reactants needed to synthesize it. The reactants are: Cl.[NH2:2][OH:3].[CH3:4][O:5][C:6](=[O:38])[CH2:7][CH2:8][C:9]1[CH:14]=[CH:13][C:12]([O:15][CH2:16][CH2:17][C@H:18]([O:20][C:21]2[CH:26]=[CH:25][C:24]([CH2:27][CH3:28])=[CH:23][C:22]=2[C:29](=O)[C:30]2[CH:35]=[CH:34][CH:33]=[CH:32][CH:31]=2)[CH3:19])=[CH:11][C:10]=1[CH3:37]. (4) Given the product [F:1][C:2]([F:11])([F:10])[CH2:3][C:4]([CH3:9])([CH3:8])[C:5]([NH:38][C@@:30]([C:19]1[CH:20]=[C:21]([O:23][C:24]([F:29])([F:28])[CH:25]([F:27])[F:26])[CH:22]=[C:17]([F:16])[CH:18]=1)([C:39]1[CH:40]=[CH:41][C:42]([F:45])=[CH:43][CH:44]=1)[CH2:31][C:32]1[CH:33]=[CH:34][CH:35]=[CH:36][CH:37]=1)=[O:6], predict the reactants needed to synthesize it. The reactants are: [F:1][C:2]([F:11])([F:10])[CH2:3][C:4]([CH3:9])([CH3:8])[C:5](O)=[O:6].O=S(Cl)Cl.[F:16][C:17]1[CH:18]=[C:19]([C@@:30]([C:39]2[CH:44]=[CH:43][C:42]([F:45])=[CH:41][CH:40]=2)([NH2:38])[CH2:31][C:32]2[CH:37]=[CH:36][CH:35]=[CH:34][CH:33]=2)[CH:20]=[C:21]([O:23][C:24]([F:29])([F:28])[CH:25]([F:27])[F:26])[CH:22]=1. (5) Given the product [CH2:26]([N+:22]([CH2:23][CH2:24][OH:25])([CH2:21][C@H:18]1[CH2:19][CH2:20][C@H:15]([CH2:14][CH2:13][N:11]([CH3:12])[C:10]([O:9][C:6]2[CH:7]=[CH:8][C:3]([C:2]([F:29])([F:30])[F:1])=[CH:4][CH:5]=2)=[O:28])[CH2:16][CH2:17]1)[O-:35])[CH3:27], predict the reactants needed to synthesize it. The reactants are: [F:1][C:2]([F:30])([F:29])[C:3]1[CH:8]=[CH:7][C:6]([O:9][C:10](=[O:28])[N:11]([CH2:13][CH2:14][C@H:15]2[CH2:20][CH2:19][C@H:18]([CH2:21][N:22]([CH2:26][CH3:27])[CH2:23][CH2:24][OH:25])[CH2:17][CH2:16]2)[CH3:12])=[CH:5][CH:4]=1.C1(=O)OC(=[O:35])C2=CC=CC=C12.OO.NC(N)=O.C([O-])(O)=O.[Na+]. (6) Given the product [Br:1][C:2]1[C:7]2[O:8][CH2:9][CH:10]([O:13][Si:23]([C:20]([CH3:22])([CH3:21])[CH3:19])([CH3:25])[CH3:24])[CH2:11][NH:12][C:6]=2[CH:5]=[CH:4][CH:3]=1, predict the reactants needed to synthesize it. The reactants are: [Br:1][C:2]1[C:7]2[O:8][CH2:9][CH:10]([OH:13])[CH2:11][NH:12][C:6]=2[CH:5]=[CH:4][CH:3]=1.N1C=CN=C1.[CH3:19][C:20]([Si:23](Cl)([CH3:25])[CH3:24])([CH3:22])[CH3:21]. (7) Given the product [OH:15][CH:11]([C:1]1[C:10]2[C:5](=[CH:6][CH:7]=[CH:8][CH:9]=2)[CH:4]=[CH:3][CH:2]=1)[C:12](=[O:14])[CH3:13].[OH:33][CH:20]([CH3:19])[C:21]([C:23]1[C:32]2[C:27](=[CH:28][CH:29]=[CH:30][CH:31]=2)[CH:26]=[CH:25][CH:24]=1)=[O:22], predict the reactants needed to synthesize it. The reactants are: [C:1]1([CH:11]([O:15]C(=O)C)[C:12](=[O:14])[CH3:13])[C:10]2[C:5](=[CH:6][CH:7]=[CH:8][CH:9]=2)[CH:4]=[CH:3][CH:2]=1.[CH3:19][CH:20]([O:33]C(=O)C)[C:21]([C:23]1[C:32]2[C:27](=[CH:28][CH:29]=[CH:30][CH:31]=2)[CH:26]=[CH:25][CH:24]=1)=[O:22].Cl.